Dataset: Full USPTO retrosynthesis dataset with 1.9M reactions from patents (1976-2016). Task: Predict the reactants needed to synthesize the given product. (1) Given the product [CH3:1][N:2]([CH3:35])[CH:3]1[CH2:8][CH2:7][N:6]([C:9]2[N:14]3[C:15]([C:33]#[N:37])=[C:16]([CH2:18][N:19]([CH2:30][CH2:31][CH3:32])[C@@H:20]4[C:29]5[N:28]=[CH:27][CH:26]=[CH:25][C:24]=5[CH2:23][CH2:22][CH2:21]4)[N:17]=[C:13]3[CH:12]=[CH:11][CH:10]=2)[CH2:5][CH2:4]1, predict the reactants needed to synthesize it. The reactants are: [CH3:1][N:2]([CH3:35])[CH:3]1[CH2:8][CH2:7][N:6]([C:9]2[N:14]3[C:15]([CH2:33]O)=[C:16]([CH2:18][N:19]([CH2:30][CH2:31][CH3:32])[C@@H:20]4[C:29]5[N:28]=[CH:27][CH:26]=[CH:25][C:24]=5[CH2:23][CH2:22][CH2:21]4)[N:17]=[C:13]3[CH:12]=[CH:11][CH:10]=2)[CH2:5][CH2:4]1.Cl.[NH2:37]O. (2) Given the product [CH3:9][O:10][C:11](=[O:12])[CH:13]=[CH:7][C:5]1[S:6][C:2]([CH3:1])=[CH:3][CH:4]=1, predict the reactants needed to synthesize it. The reactants are: [CH3:1][C:2]1[S:6][C:5]([CH:7]=O)=[CH:4][CH:3]=1.[CH3:9][O:10][C:11]([CH:13]=P(C1C=CC=CC=1)(C1C=CC=CC=1)C1C=CC=CC=1)=[O:12]. (3) Given the product [CH3:19][C:17]1[CH:18]=[C:13]([N:5]2[CH:4]=[C:3]([C:2]([F:9])([F:8])[F:1])[CH:7]=[N:6]2)[N:14]=[C:15]([O:20][C:21]2[N:25]([CH3:26])[N:24]=[C:23]([C:27]([F:30])([F:28])[F:29])[CH:22]=2)[CH:16]=1, predict the reactants needed to synthesize it. The reactants are: [F:1][C:2]([F:9])([F:8])[C:3]1[CH:4]=[N:5][NH:6][CH:7]=1.[H-].[Na+].Cl[C:13]1[CH:18]=[C:17]([CH3:19])[CH:16]=[C:15]([O:20][C:21]2[N:25]([CH3:26])[N:24]=[C:23]([C:27]([F:30])([F:29])[F:28])[CH:22]=2)[N:14]=1.O. (4) Given the product [Cl:8][C:9]1[C:14]([CH:15]=[C:40]([C:39]2[CH:45]=[CH:46][C:36]([F:35])=[CH:37][CH:38]=2)[C:42]([O:44][CH2:1][CH3:2])=[O:43])=[CH:13][CH:12]=[CH:11][N:10]=1, predict the reactants needed to synthesize it. The reactants are: [CH3:1][C:2](C)([O-])C.[K+].[Br-].[Cl:8][C:9]1[C:14]([CH2:15][P+](C2C=CC=CC=2)(C2C=CC=CC=2)C2C=CC=CC=2)=[CH:13][CH:12]=[CH:11][N:10]=1.[F:35][C:36]1[CH:46]=[CH:45][C:39]([C:40]([C:42]([O-:44])=[O:43])=O)=[CH:38][CH:37]=1.C(OCC)(=O)C. (5) The reactants are: [C:1]([O:5][C:6]([N:8]1[C:12]2[CH:13]=[CH:14][CH:15]=[CH:16][C:11]=2[NH:10][CH:9]1[CH2:17][C:18]#[N:19])=[O:7])([CH3:4])([CH3:3])[CH3:2].[H-].[Na+].Cl[C:23]1[N:28]=[C:27]([C:29]([F:32])([F:31])[F:30])[CH:26]=[CH:25][N:24]=1.Cl. Given the product [C:1]([O:5][C:6]([N:8]1[C:12]2[CH:13]=[CH:14][CH:15]=[CH:16][C:11]=2[NH:10][C:9]1=[C:17]([C:23]1[N:28]=[C:27]([C:29]([F:32])([F:31])[F:30])[CH:26]=[CH:25][N:24]=1)[C:18]#[N:19])=[O:7])([CH3:4])([CH3:3])[CH3:2], predict the reactants needed to synthesize it.